From a dataset of TCR-epitope binding with 47,182 pairs between 192 epitopes and 23,139 TCRs. Binary Classification. Given a T-cell receptor sequence (or CDR3 region) and an epitope sequence, predict whether binding occurs between them. (1) The epitope is FVDGVPFVV. The TCR CDR3 sequence is CASSLLAGGPGELFF. Result: 1 (the TCR binds to the epitope). (2) The epitope is GLIYNRMGAVTTEV. The TCR CDR3 sequence is CASRRQGREKLFF. Result: 1 (the TCR binds to the epitope). (3) Result: 0 (the TCR does not bind to the epitope). The TCR CDR3 sequence is CASSPGGGYGYTF. The epitope is RLRAEAQVK. (4) The epitope is KLNVGDYFV. The TCR CDR3 sequence is CATRDSSYNEQFF. Result: 0 (the TCR does not bind to the epitope).